This data is from Forward reaction prediction with 1.9M reactions from USPTO patents (1976-2016). The task is: Predict the product of the given reaction. Given the reactants [I:1][C:2]1[CH:3]=[C:4]([NH2:31])[C:5]([NH:8][CH:9]([C:11]2[CH:16]=[CH:15][C:14]([O:17][CH2:18][C:19]3[CH:20]=[N:21][C:22]([C:25]([F:28])([F:27])[F:26])=[CH:23][CH:24]=3)=[C:13]([O:29][CH3:30])[CH:12]=2)[CH3:10])=[CH:6][CH:7]=1.Cl[CH2:33]C1C=CC(C(F)(F)F)=NC=1.C(OCC)(OCC)OCC.O.C1(C)C=CC(S(O)(=O)=O)=CC=1, predict the reaction product. The product is: [I:1][C:2]1[CH:7]=[CH:6][C:5]2[N:8]([CH:9]([C:11]3[CH:16]=[CH:15][C:14]([O:17][CH2:18][C:19]4[CH:20]=[N:21][C:22]([C:25]([F:26])([F:28])[F:27])=[CH:23][CH:24]=4)=[C:13]([O:29][CH3:30])[CH:12]=3)[CH3:10])[CH:33]=[N:31][C:4]=2[CH:3]=1.